Dataset: Reaction yield outcomes from USPTO patents with 853,638 reactions. Task: Predict the reaction yield, written as a fraction of the theoretical maximum amount of product (1.0 means a 100% yield; for example, 0.34 means a 34% yield). (1) The reactants are Cl.[CH2:2]([N:9]1[CH2:12][CH:11]([OH:13])[CH2:10]1)[C:3]1[CH:8]=[CH:7][CH:6]=[CH:5][CH:4]=1.[H-].[Na+].Cl[C:17]1[N:22]=[CH:21][N:20]=[C:19]2[N:23]([C:26]3[CH:31]=[CH:30][C:29]([S:32]([CH3:35])(=[O:34])=[O:33])=[CH:28][CH:27]=3)[N:24]=[CH:25][C:18]=12. The catalyst is CC(N(C)C)=O. The product is [CH2:2]([N:9]1[CH2:12][CH:11]([O:13][C:17]2[N:22]=[CH:21][N:20]=[C:19]3[N:23]([C:26]4[CH:27]=[CH:28][C:29]([S:32]([CH3:35])(=[O:33])=[O:34])=[CH:30][CH:31]=4)[N:24]=[CH:25][C:18]=23)[CH2:10]1)[C:3]1[CH:4]=[CH:5][CH:6]=[CH:7][CH:8]=1. The yield is 0.410. (2) The reactants are [O:1]=[C:2]1[CH2:7][CH2:6][CH2:5][N:4]([C:8]([O:10][C:11]([CH3:14])([CH3:13])[CH3:12])=[O:9])[CH2:3]1.[Li+].C[Si]([N-][Si](C)(C)C)(C)C.[F:25][C:26]([F:45])([F:44])[S:27](N(C1C=CC=CC=1)[S:27]([C:26]([F:45])([F:44])[F:25])(=[O:29])=[O:28])(=[O:29])=[O:28]. The catalyst is C1COCC1. The product is [F:25][C:26]([F:45])([F:44])[S:27]([O:1][C:2]1[CH2:7][CH2:6][CH2:5][N:4]([C:8]([O:10][C:11]([CH3:14])([CH3:13])[CH3:12])=[O:9])[CH:3]=1)(=[O:29])=[O:28].[F:25][C:26]([F:45])([F:44])[S:27]([O:1][C:2]1[CH2:3][N:4]([C:8]([O:10][C:11]([CH3:14])([CH3:13])[CH3:12])=[O:9])[CH2:5][CH2:6][CH:7]=1)(=[O:29])=[O:28]. The yield is 0.378.